From a dataset of Reaction yield outcomes from USPTO patents with 853,638 reactions. Predict the reaction yield, written as a fraction of the theoretical maximum amount of product (1.0 means a 100% yield; for example, 0.34 means a 34% yield). (1) The reactants are [CH2:1]([S:8][C:9]1[N:10]=[C:11]([NH:20][C@H:21]([CH2:24][CH:25]([CH3:27])[CH3:26])[CH2:22][OH:23])[C:12]2[S:17][C:16]([O:18]C)=[N:15][C:13]=2[N:14]=1)[C:2]1[CH:7]=[CH:6][CH:5]=[CH:4][CH:3]=1.Cl. The catalyst is O1CCOCC1.O. The product is [CH2:1]([S:8][C:9]1[N:10]=[C:11]([NH:20][C@@H:21]([CH2:22][OH:23])[CH2:24][CH:25]([CH3:26])[CH3:27])[C:12]2[S:17][C:16](=[O:18])[NH:15][C:13]=2[N:14]=1)[C:2]1[CH:3]=[CH:4][CH:5]=[CH:6][CH:7]=1. The yield is 0.670. (2) The reactants are [CH:1]1([C:4]([N:6]2[CH2:10][CH2:9][C@@H:8]([CH2:11][C:12]3[N:13]([C:18]4[CH:23]=[CH:22][C:21](B5OC(C)(C)C(C)(C)O5)=[CH:20][C:19]=4[F:33])[C:14](=[O:17])[NH:15][N:16]=3)[CH2:7]2)=[O:5])[CH2:3][CH2:2]1.Br[C:35]1[CH:36]=[CH:37][C:38]2[O:42][CH2:41][CH2:40][C:39]=2[CH:43]=1.C(=O)([O-])[O-].[K+].[K+]. The catalyst is O1CCOCC1.C1C=CC(P(C2C=CC=CC=2)[C-]2C=CC=C2)=CC=1.C1C=CC(P(C2C=CC=CC=2)[C-]2C=CC=C2)=CC=1.Cl[Pd]Cl.[Fe+2].ClCCl. The product is [CH:1]1([C:4]([N:6]2[CH2:10][CH2:9][C@@H:8]([CH2:11][C:12]3[N:13]([C:18]4[CH:23]=[CH:22][C:21]([C:35]5[CH:36]=[CH:37][C:38]6[O:42][CH2:41][CH2:40][C:39]=6[CH:43]=5)=[CH:20][C:19]=4[F:33])[C:14](=[O:17])[NH:15][N:16]=3)[CH2:7]2)=[O:5])[CH2:2][CH2:3]1. The yield is 0.290. (3) The reactants are [N:1]1[CH:2]=[CH:3][N:4]2[CH:9]=[C:8]([C:10]3[CH:20]=[CH:19][C:13]([C:14]([O:16][CH2:17][CH3:18])=[O:15])=[CH:12][CH:11]=3)[N:7]=[CH:6][C:5]=12.[Br:21]NC(=O)CCC(N)=O. The catalyst is C(Cl)(Cl)(Cl)Cl.CO. The product is [Br:21][C:3]1[N:4]2[CH:9]=[C:8]([C:10]3[CH:11]=[CH:12][C:13]([C:14]([O:16][CH2:17][CH3:18])=[O:15])=[CH:19][CH:20]=3)[N:7]=[CH:6][C:5]2=[N:1][CH:2]=1. The yield is 0.870. (4) The catalyst is O.C1COCC1. The product is [O:10]1[C:14]2([CH2:19][CH2:18][CH2:17][CH2:16][CH2:15]2)[O:13][CH2:12][C@@H:11]1[CH:20]=[N:3][OH:2]. The yield is 0.990. The reactants are Cl.[OH:2][NH2:3].C(=O)([O-])[O-].[Na+].[Na+].[O:10]1[C:14]2([CH2:19][CH2:18][CH2:17][CH2:16][CH2:15]2)[O:13][CH2:12][C@@H:11]1[CH:20]=O.